From a dataset of Catalyst prediction with 721,799 reactions and 888 catalyst types from USPTO. Predict which catalyst facilitates the given reaction. (1) Reactant: [CH3:1][N:2]([CH3:25])[S:3]([N:6]1[C:10]([CH:11]([OH:17])[C:12]2[S:13][CH:14]=[CH:15][CH:16]=2)=[CH:9][N:8]=[C:7]1[Si](C(C)(C)C)(C)C)(=[O:5])=[O:4].C=O.C([BH3-])#N.[Na+].C(O)(=O)C. Product: [CH3:1][N:2]([CH3:25])[S:3]([N:6]1[C:10]([CH:11]([OH:17])[C:12]2[S:13][CH:14]=[CH:15][CH:16]=2)=[CH:9][N:8]=[CH:7]1)(=[O:5])=[O:4]. The catalyst class is: 753. (2) Reactant: [F:1][C:2]1[CH:7]=[C:6]([O:8][C:9]2[CH:14]=[CH:13][N:12]=[C:11]([NH:15][C:16](=[O:20])[CH2:17]OC)[CH:10]=2)[C:5]([F:21])=[CH:4][C:3]=1[NH:22][C:23]([C:25]1([C:28]([NH:30][C:31]2[CH:36]=[CH:35][C:34]([F:37])=[CH:33][CH:32]=2)=[O:29])[CH2:27][CH2:26]1)=[O:24].[C:38](CC(O)=O)#[N:39].CN(C(ON1N=NC2C=CC=NC1=2)=[N+](C)C)C.F[P-](F)(F)(F)(F)F.CCN(C(C)C)C(C)C. Product: [C:38]([CH2:17][C:16]([NH:15][C:11]1[CH:10]=[C:9]([O:8][C:6]2[C:5]([F:21])=[CH:4][C:3]([NH:22][C:23]([C:25]3([C:28]([NH:30][C:31]4[CH:36]=[CH:35][C:34]([F:37])=[CH:33][CH:32]=4)=[O:29])[CH2:27][CH2:26]3)=[O:24])=[C:2]([F:1])[CH:7]=2)[CH:14]=[CH:13][N:12]=1)=[O:20])#[N:39]. The catalyst class is: 248. (3) Reactant: Cl[C:2]1[CH:7]=[C:6]([Cl:8])[N:5]=[C:4]([C:9]2[CH:10]=[N:11][CH:12]=[CH:13][CH:14]=2)[N:3]=1.C(N(CC)CC)C.[CH:22]1([NH2:25])[CH2:24][CH2:23]1. Product: [Cl:8][C:6]1[N:5]=[C:4]([C:9]2[CH:10]=[N:11][CH:12]=[CH:13][CH:14]=2)[N:3]=[C:2]([NH:25][CH:22]2[CH2:24][CH2:23]2)[CH:7]=1. The catalyst class is: 14. (4) Reactant: [CH:1](NC(C)C)(C)[CH3:2].C([Li])CCC.CCCCCC.[I:19][C:20]1[CH:21]=[C:22]([CH:33]=[CH:34][CH:35]=1)[CH2:23][CH:24]([C:29]([O:31][CH3:32])=[O:30])[C:25]([O:27][CH3:28])=[O:26].C(I)C. Product: [CH2:1]([C:24]([CH2:23][C:22]1[CH:33]=[CH:34][CH:35]=[C:20]([I:19])[CH:21]=1)([C:29]([O:31][CH3:32])=[O:30])[C:25]([O:27][CH3:28])=[O:26])[CH3:2]. The catalyst class is: 7. (5) Reactant: C([N:8]1[CH2:13][CH2:12][N:11]([C:14]2[C:15](=[O:23])[N:16]([CH3:22])[C:17](=[O:21])[N:18]([CH3:20])[CH:19]=2)[CH2:10][CH2:9]1)C1C=CC=CC=1.C(O)=O. Product: [CH3:20][N:18]1[CH:19]=[C:14]([N:11]2[CH2:12][CH2:13][NH:8][CH2:9][CH2:10]2)[C:15](=[O:23])[N:16]([CH3:22])[C:17]1=[O:21]. The catalyst class is: 285. (6) Reactant: [OH:1][CH2:2][C:3]1[CH:8]=[CH:7][C:6]([CH2:9][CH2:10][C:11]2[N:12]=[C:13]([NH:16][C:17](=[O:19])[CH3:18])[S:14][CH:15]=2)=[CH:5][CH:4]=1.O[N:21]1[C:29](=[O:30])[C:28]2[C:23](=[CH:24][CH:25]=[CH:26][CH:27]=2)[C:22]1=[O:31].C1(P(C2C=CC=CC=2)C2C=CC=CC=2)C=CC=CC=1.N(C(OCC)=O)=NC(OCC)=O.C(=O)([O-])O.[Na+]. Product: [O:31]=[C:22]1[C:23]2[C:28](=[CH:27][CH:26]=[CH:25][CH:24]=2)[C:29](=[O:30])[N:21]1[O:1][CH2:2][C:3]1[CH:8]=[CH:7][C:6]([CH2:9][CH2:10][C:11]2[N:12]=[C:13]([NH:16][C:17](=[O:19])[CH3:18])[S:14][CH:15]=2)=[CH:5][CH:4]=1. The catalyst class is: 7. (7) Reactant: [N+:1]([C:4]1[CH:9]=[CH:8][C:7]([S:10](Cl)(=[O:12])=[O:11])=[CH:6][CH:5]=1)([O-:3])=[O:2].[CH3:14][O:15][C:16]1[CH:21]=[CH:20][C:19]([NH2:22])=[CH:18][CH:17]=1. Product: [CH3:14][O:15][C:16]1[CH:21]=[CH:20][C:19]([NH:22][S:10]([C:7]2[CH:8]=[CH:9][C:4]([N+:1]([O-:3])=[O:2])=[CH:5][CH:6]=2)(=[O:12])=[O:11])=[CH:18][CH:17]=1. The catalyst class is: 5.